Dataset: Retrosynthesis with 50K atom-mapped reactions and 10 reaction types from USPTO. Task: Predict the reactants needed to synthesize the given product. (1) Given the product NC(=O)c1nn(CC(=O)O)c2ccccc12, predict the reactants needed to synthesize it. The reactants are: CC(C)(C)OC(=O)Cn1nc(C(N)=O)c2ccccc21. (2) Given the product CN(C)c1ccc(-c2cc(NC(=O)CCC(=O)c3ccc4c(c3)CCO4)nc(-c3ccccc3)c2)cc1, predict the reactants needed to synthesize it. The reactants are: CN(C)c1ccc(B(O)O)cc1.O=C(CCC(=O)c1ccc2c(c1)CCO2)Nc1cc(Cl)cc(-c2ccccc2)n1. (3) Given the product COCc1ccc(C(=O)NCc2cccc(Oc3ccccc3OC)c2)c(N)n1, predict the reactants needed to synthesize it. The reactants are: COCc1ccc(C(=O)O)c(N)n1.COc1ccccc1Oc1cccc(CN)c1. (4) The reactants are: CCCN(CCC)CCc1ccc2c(c1)NCCO2.O=S(=O)(Cl)c1cccc2ccccc12. Given the product CCCN(CCC)CCc1ccc2c(c1)N(S(=O)(=O)c1cccc3ccccc13)CCO2, predict the reactants needed to synthesize it. (5) The reactants are: CS(=O)(=O)Cl.O=[N+]([O-])c1ccc(N2CC(O)C2)cc1. Given the product CS(=O)(=O)OC1CN(c2ccc([N+](=O)[O-])cc2)C1, predict the reactants needed to synthesize it. (6) Given the product O=C(Nc1nccs1)C(CC1CCCC1)c1ccc(Cl)cc1, predict the reactants needed to synthesize it. The reactants are: COC(=O)C(CC1CCCC1)c1ccc(Cl)cc1.Nc1nccs1. (7) The reactants are: COC(=O)c1ccc(Cn2ccc3cc(OCc4c(-c5c(Cl)cccc5Cl)noc4C(C)C)ccc32)cc1. Given the product CC(C)c1onc(-c2c(Cl)cccc2Cl)c1COc1ccc2c(ccn2Cc2ccc(C(=O)O)cc2)c1, predict the reactants needed to synthesize it.